From a dataset of Catalyst prediction with 721,799 reactions and 888 catalyst types from USPTO. Predict which catalyst facilitates the given reaction. (1) Reactant: [CH3:1][O:2][C:3]1[CH:4]=[C:5]([CH:8]=[CH:9][CH:10]=1)[CH2:6]Br.[C:11]1([C:17]([C:25]2[CH:30]=[CH:29][CH:28]=[CH:27][CH:26]=2)=[N:18][CH2:19][C:20]([O:22][CH2:23][CH3:24])=[O:21])[CH:16]=[CH:15][CH:14]=[CH:13][CH:12]=1.[OH-].[Na+].C1COCC1. Product: [C:11]1([C:17]([C:25]2[CH:30]=[CH:29][CH:28]=[CH:27][CH:26]=2)=[N:18][C@H:19]([C:20]([O:22][CH2:23][CH3:24])=[O:21])[CH2:6][C:5]2[CH:8]=[CH:9][CH:10]=[C:3]([O:2][CH3:1])[CH:4]=2)[CH:12]=[CH:13][CH:14]=[CH:15][CH:16]=1. The catalyst class is: 6. (2) Reactant: C(O)(C(F)(F)F)=O.[CH3:8][O:9][C:10]1[N:15]=[C:14]([NH:16][C:17]2[CH:18]=[CH:19][C:20]3[CH2:21][N:22](C(OC(C)(C)C)=O)[CH2:23][C@@H:24]([C:28]4[CH:33]=[CH:32][CH:31]=[CH:30][CH:29]=4)[O:25][C:26]=3[N:27]=2)[CH:13]=[CH:12][C:11]=1[C:41]1[CH:42]=[N:43][N:44]([CH3:46])[CH:45]=1.C(N(CC)CC)C. Product: [CH3:8][O:9][C:10]1[N:15]=[C:14]([NH:16][C:17]2[CH:18]=[CH:19][C:20]3[CH2:21][NH:22][CH2:23][C@@H:24]([C:28]4[CH:33]=[CH:32][CH:31]=[CH:30][CH:29]=4)[O:25][C:26]=3[N:27]=2)[CH:13]=[CH:12][C:11]=1[C:41]1[CH:42]=[N:43][N:44]([CH3:46])[CH:45]=1. The catalyst class is: 2. (3) Reactant: [OH:1][CH2:2][C:3]1[O:4][C:5](=[O:11])[O:6][C:7]=1[CH:8]([CH3:10])[CH3:9].N1C=CC=CC=1.[C:18](Cl)(=[O:29])[O:19][C:20]1[CH:25]=[CH:24][C:23]([N+:26]([O-:28])=[O:27])=[CH:22][CH:21]=1.Cl. Product: [C:18](=[O:29])([O:1][CH2:2][C:3]1[O:4][C:5](=[O:11])[O:6][C:7]=1[CH:8]([CH3:9])[CH3:10])[O:19][C:20]1[CH:21]=[CH:22][C:23]([N+:26]([O-:28])=[O:27])=[CH:24][CH:25]=1. The catalyst class is: 22.